The task is: Predict the reactants needed to synthesize the given product.. This data is from Full USPTO retrosynthesis dataset with 1.9M reactions from patents (1976-2016). Given the product [O:21]=[C:19]1[C:18]2[C:13](=[CH:14][CH:15]=[C:16]([C:22]3[CH:27]=[CH:26][CH:25]=[CH:24][C:23]=3[CH3:28])[CH:17]=2)[N:12]=[C:11]([N:9]2[CH:10]=[C:6]([C:4]([OH:5])=[O:3])[CH:7]=[N:8]2)[NH:20]1, predict the reactants needed to synthesize it. The reactants are: C([O:3][C:4]([C:6]1[CH:7]=[N:8][N:9]([C:11]2[NH:20][C:19](=[O:21])[C:18]3[C:13](=[CH:14][CH:15]=[C:16]([C:22]4[CH:27]=[CH:26][CH:25]=[CH:24][C:23]=4[CH3:28])[CH:17]=3)[N:12]=2)[CH:10]=1)=[O:5])C.[OH-].[K+].